This data is from Full USPTO retrosynthesis dataset with 1.9M reactions from patents (1976-2016). The task is: Predict the reactants needed to synthesize the given product. (1) Given the product [CH3:9][O:8][C:1](/[CH:2]=[CH:3]/[C:4]([O:6][CH2:11][C:12]([NH:14][CH2:15][C:16]([OH:18])=[O:17])=[O:13])=[O:5])=[O:7], predict the reactants needed to synthesize it. The reactants are: [C:1]([O:8][CH3:9])(=[O:7])/[CH:2]=[CH:3]/[C:4]([OH:6])=[O:5].Cl[CH2:11][C:12]([NH:14][CH2:15][C:16]([O:18]C(C)(C)C)=[O:17])=[O:13]. (2) Given the product [F:14][C:15]1[CH:20]=[CH:19][C:18]([N:1]2[C:9]3[C:4](=[CH:5][C:6]([C:10]([O:12][CH3:13])=[O:11])=[CH:7][CH:8]=3)[CH:3]=[CH:2]2)=[CH:17][CH:16]=1, predict the reactants needed to synthesize it. The reactants are: [NH:1]1[C:9]2[C:4](=[CH:5][C:6]([C:10]([O:12][CH3:13])=[O:11])=[CH:7][CH:8]=2)[CH:3]=[CH:2]1.[F:14][C:15]1[CH:20]=[CH:19][C:18](I)=[CH:17][CH:16]=1.CN[C@@H]1CCCC[C@H]1NC.